This data is from Forward reaction prediction with 1.9M reactions from USPTO patents (1976-2016). The task is: Predict the product of the given reaction. (1) Given the reactants [Br:1]N1C(=O)CCC1=O.[CH:9]([C:12]1[CH:17]=[CH:16][N:15]=[C:14]([NH2:18])[N:13]=1)([CH3:11])[CH3:10], predict the reaction product. The product is: [Br:1][C:17]1[C:12]([CH:9]([CH3:11])[CH3:10])=[N:13][C:14]([NH2:18])=[N:15][CH:16]=1. (2) Given the reactants [N+](C1C=NNC=1N1CC=C(O[Si](C)(C)C)CC1)([O-])=O.[CH3:20][O:21][CH:22]1[CH2:28][N:27]([C:29]([O:31][C:32]([CH3:35])([CH3:34])[CH3:33])=[O:30])[CH2:26][CH2:25][N:24]([C:36]2[N:40]([CH3:41])[N:39]=[CH:38][C:37]=2[N+:42]([O-])=O)[CH2:23]1, predict the reaction product. The product is: [NH2:42][C:37]1[CH:38]=[N:39][N:40]([CH3:41])[C:36]=1[N:24]1[CH2:23][CH:22]([O:21][CH3:20])[CH2:28][N:27]([C:29]([O:31][C:32]([CH3:34])([CH3:33])[CH3:35])=[O:30])[CH2:26][CH2:25]1. (3) Given the reactants C(O)(C(F)(F)F)=O.[C:8]1([C@@H:14]2[NH:23][C:22]3[CH:24]=[CH:25][CH:26]=[CH:27][C:21]=3[C@H:20]3[C@@H:15]2[CH2:16][CH2:17][CH2:18][N:19]3C(OC(C)(C)C)=O)[CH:13]=[CH:12][CH:11]=[CH:10][CH:9]=1.[OH-].[Na+].[C:37]([O:41][C:42]([NH:44][C@@H:45]1[CH2:50][CH2:49][CH2:48][CH2:47][C@@H:46]1[C:51]([OH:53])=O)=[O:43])([CH3:40])([CH3:39])[CH3:38].C(N(CC)CC)C.CCOC(OC(OCC)=O)=O, predict the reaction product. The product is: [C:37]([O:41][C:42](=[O:43])[NH:44][C@@H:45]1[CH2:50][CH2:49][CH2:48][CH2:47][C@@H:46]1[C:51]([N:19]1[C@@H:20]2[C@@H:15]([C@H:14]([C:8]3[CH:13]=[CH:12][CH:11]=[CH:10][CH:9]=3)[NH:23][C:22]3[CH:24]=[CH:25][CH:26]=[CH:27][C:21]=32)[CH2:16][CH2:17][CH2:18]1)=[O:53])([CH3:38])([CH3:39])[CH3:40].